From a dataset of Full USPTO retrosynthesis dataset with 1.9M reactions from patents (1976-2016). Predict the reactants needed to synthesize the given product. Given the product [Br:1][C:2]1[CH:7]=[CH:6][CH:5]=[CH:4][C:3]=1[C:17]1[C:18]2[C:13](=[CH:12][CH:11]=[CH:10][CH:9]=2)[CH:14]=[CH:15][CH:16]=1, predict the reactants needed to synthesize it. The reactants are: [Br:1][C:2]1[CH:7]=[CH:6][CH:5]=[CH:4][C:3]=1I.[C:9]1(B(O)O)[C:18]2[C:13](=[CH:14][CH:15]=[CH:16][CH:17]=2)[CH:12]=[CH:11][CH:10]=1.C(=O)([O-])[O-].[Na+].[Na+].